Dataset: Reaction yield outcomes from USPTO patents with 853,638 reactions. Task: Predict the reaction yield, written as a fraction of the theoretical maximum amount of product (1.0 means a 100% yield; for example, 0.34 means a 34% yield). The reactants are [N:1]12[CH2:8][CH2:7][C:4]([C:9]([C:17]3[CH:22]=[CH:21][CH:20]=[CH:19][CH:18]=3)([C:11]3[CH:16]=[CH:15][CH:14]=[CH:13][CH:12]=3)[OH:10])([CH2:5][CH2:6]1)[CH2:3][CH2:2]2.[Br:23][CH2:24][CH2:25][CH2:26][C:27]([O:29][CH2:30][CH3:31])=[O:28]. The catalyst is CC#N. The product is [Br-:23].[CH2:30]([O:29][C:27](=[O:28])[CH2:26][CH2:25][CH2:24][N+:1]12[CH2:6][CH2:5][C:4]([C:9]([OH:10])([C:17]3[CH:22]=[CH:21][CH:20]=[CH:19][CH:18]=3)[C:11]3[CH:12]=[CH:13][CH:14]=[CH:15][CH:16]=3)([CH2:3][CH2:2]1)[CH2:7][CH2:8]2)[CH3:31]. The yield is 0.579.